From a dataset of Full USPTO retrosynthesis dataset with 1.9M reactions from patents (1976-2016). Predict the reactants needed to synthesize the given product. (1) Given the product [C:32]1([O:31][C:29]([N:9]2[CH2:10][CH2:11][C:12]3[C:17](=[CH:16][C:15]([O:18][CH3:19])=[C:14]([O:20][CH3:21])[CH:13]=3)[CH:8]2[CH2:7][C:4]2[CH:3]=[CH:2][C:1]([C:22]3[CH:27]=[CH:26][CH:25]=[CH:24][CH:23]=3)=[CH:6][CH:5]=2)=[O:30])[CH:37]=[CH:36][CH:35]=[CH:34][CH:33]=1.[CH2:42]([O:41][C:39]([N:9]1[CH2:10][CH2:11][C:12]2[C:17](=[CH:16][C:15]([O:18][CH3:19])=[C:14]([O:20][CH3:21])[CH:13]=2)[CH:8]1[CH2:7][C:4]1[CH:3]=[CH:2][C:1]([C:22]2[CH:27]=[CH:26][CH:25]=[CH:24][CH:23]=2)=[CH:6][CH:5]=1)=[O:40])[C:43]1[CH:48]=[CH:47][CH:46]=[CH:45][CH:44]=1.[C:1]1([C:22]2[CH:27]=[CH:26][CH:25]=[CH:24][CH:23]=2)[CH:2]=[CH:3][C:4]([CH2:7][CH:8]2[C:17]3[C:12](=[CH:13][C:14]([O:20][CH3:21])=[C:15]([O:18][CH3:19])[CH:16]=3)[CH2:11][CH2:10][N:9]2[C:56](=[O:57])[CH2:55][C:49]2[CH:54]=[CH:53][CH:52]=[CH:51][CH:50]=2)=[CH:5][CH:6]=1, predict the reactants needed to synthesize it. The reactants are: [C:1]1([C:22]2[CH:27]=[CH:26][CH:25]=[CH:24][CH:23]=2)[CH:6]=[CH:5][C:4]([CH2:7][CH:8]2[C:17]3[C:12](=[CH:13][C:14]([O:20][CH3:21])=[C:15]([O:18][CH3:19])[CH:16]=3)[CH2:11][CH2:10][NH:9]2)=[CH:3][CH:2]=1.Cl[C:29]([O:31][C:32]1[CH:37]=[CH:36][CH:35]=[CH:34][CH:33]=1)=[O:30].Cl[C:39]([O:41][CH2:42][C:43]1[CH:48]=[CH:47][CH:46]=[CH:45][CH:44]=1)=[O:40].[C:49]1([CH2:55][C:56](Cl)=[O:57])[CH:54]=[CH:53][CH:52]=[CH:51][CH:50]=1. (2) Given the product [NH2:1][CH2:2][C@H:3]([C:5]1[C:10]2[O:11][CH2:12][C:13](=[O:15])[NH:14][C:9]=2[CH:8]=[CH:7][CH:6]=1)[O:4][Si:26]([CH3:28])([CH3:27])[CH3:25], predict the reactants needed to synthesize it. The reactants are: [NH2:1][CH2:2][C@H:3]([C:5]1[C:10]2[O:11][CH2:12][C:13](=[O:15])[NH:14][C:9]=2[CH:8]=[CH:7][CH:6]=1)[OH:4].C(N(C(C)C)CC)(C)C.[CH3:25][Si:26](Cl)([CH3:28])[CH3:27]. (3) Given the product [NH2:31][C@H:26]1[CH2:27][CH2:28][CH2:29][CH2:30][C@H:25]1[NH:24][C:15]1[N:14]=[C:13]([NH:12][C:8]2[CH:9]=[CH:10][CH:11]=[C:6]([N:2]3[N:3]=[CH:4][CH:5]=[N:1]3)[CH:7]=2)[C:18]([C:19]([NH2:20])=[O:21])=[C:17]([O:22][CH3:23])[N:16]=1, predict the reactants needed to synthesize it. The reactants are: [N:1]1[N:2]([C:6]2[CH:7]=[C:8]([NH:12][C:13]3[C:18]([C:19](=[O:21])[NH2:20])=[C:17]([O:22][CH3:23])[N:16]=[C:15]([NH:24][C@@H:25]4[CH2:30][CH2:29][CH2:28][CH2:27][C@@H:26]4[NH:31]C(=O)OC(C)(C)C)[N:14]=3)[CH:9]=[CH:10][CH:11]=2)[N:3]=[CH:4][CH:5]=1.C(O)(C(F)(F)F)=O.